Regression. Given two drug SMILES strings and cell line genomic features, predict the synergy score measuring deviation from expected non-interaction effect. From a dataset of NCI-60 drug combinations with 297,098 pairs across 59 cell lines. (1) Drug 1: CCC1(CC2CC(C3=C(CCN(C2)C1)C4=CC=CC=C4N3)(C5=C(C=C6C(=C5)C78CCN9C7C(C=CC9)(C(C(C8N6C)(C(=O)OC)O)OC(=O)C)CC)OC)C(=O)OC)O.OS(=O)(=O)O. Drug 2: CCC1(C2=C(COC1=O)C(=O)N3CC4=CC5=C(C=CC(=C5CN(C)C)O)N=C4C3=C2)O.Cl. Cell line: SW-620. Synergy scores: CSS=34.3, Synergy_ZIP=3.72, Synergy_Bliss=4.73, Synergy_Loewe=-8.50, Synergy_HSA=2.93. (2) Drug 1: CCN(CC)CCNC(=O)C1=C(NC(=C1C)C=C2C3=C(C=CC(=C3)F)NC2=O)C. Drug 2: C#CCC(CC1=CN=C2C(=N1)C(=NC(=N2)N)N)C3=CC=C(C=C3)C(=O)NC(CCC(=O)O)C(=O)O. Cell line: NCIH23. Synergy scores: CSS=31.8, Synergy_ZIP=-0.202, Synergy_Bliss=-3.90, Synergy_Loewe=-16.2, Synergy_HSA=-6.20. (3) Drug 1: CCC(=C(C1=CC=CC=C1)C2=CC=C(C=C2)OCCN(C)C)C3=CC=CC=C3.C(C(=O)O)C(CC(=O)O)(C(=O)O)O. Drug 2: CC1C(C(CC(O1)OC2CC(CC3=C2C(=C4C(=C3O)C(=O)C5=C(C4=O)C(=CC=C5)OC)O)(C(=O)CO)O)N)O.Cl. Cell line: CCRF-CEM. Synergy scores: CSS=32.0, Synergy_ZIP=1.89, Synergy_Bliss=2.29, Synergy_Loewe=-17.2, Synergy_HSA=-0.549. (4) Drug 1: C1=CC(=C2C(=C1NCCNCCO)C(=O)C3=C(C=CC(=C3C2=O)O)O)NCCNCCO. Drug 2: C1=NC2=C(N=C(N=C2N1C3C(C(C(O3)CO)O)O)F)N. Cell line: SN12C. Synergy scores: CSS=36.5, Synergy_ZIP=-6.31, Synergy_Bliss=-5.18, Synergy_Loewe=-20.8, Synergy_HSA=-2.61.